Task: Predict the product of the given reaction.. Dataset: Forward reaction prediction with 1.9M reactions from USPTO patents (1976-2016) (1) Given the reactants [Cl:1][C:2]1[CH:3]=[C:4]2[N:22]([CH2:23][O:24][CH2:25][CH2:26][Si:27]([CH3:30])([CH3:29])[CH3:28])[C:21]([O:31][C@H:32]3[C@H:36]4[O:37][CH2:38][C@@H:39]([OH:40])[C@H:35]4[O:34][CH2:33]3)=[N:20][C:5]2=[N:6][C:7]=1[C:8]1[CH:13]=[CH:12][C:11]([C:14]2[CH2:15][CH2:16][S:17][CH2:18][CH:19]=2)=[CH:10][CH:9]=1, predict the reaction product. The product is: [Cl:1][C:2]1[CH:3]=[C:4]2[N:22]([CH2:23][O:24][CH2:25][CH2:26][Si:27]([CH3:30])([CH3:28])[CH3:29])[C:21]([O:31][C@H:32]3[C@H:36]4[O:37][CH2:38][C@@H:39]([OH:40])[C@H:35]4[O:34][CH2:33]3)=[N:20][C:5]2=[N:6][C:7]=1[C:8]1[CH:13]=[CH:12][C:11]([CH:14]2[CH2:19][CH2:18][S:17][CH2:16][CH2:15]2)=[CH:10][CH:9]=1. (2) Given the reactants [F:1][C:2]1[CH:39]=[CH:38][C:5]([C:6](/[N:8]=[C:9]2\[NH:10][C:11]3[CH:26]=[CH:25][C:24]([CH2:27][N:28]4[CH2:33][CH2:32][CH:31]([C:34]([OH:37])([CH3:36])[CH3:35])[CH2:30][CH2:29]4)=[CH:23][C:12]=3[N:13]\2[C@@H:14]2[CH2:19][CH2:18][C@H:17]([C:20]([OH:22])=[O:21])[CH2:16][CH2:15]2)=[O:7])=[CH:4][CH:3]=1.[NH3:40], predict the reaction product. The product is: [C:20]([C@@H:17]1[CH2:18][CH2:19][C@H:14]([N:13]2[C:12]3[CH:23]=[C:24]([CH2:27][N:28]4[CH2:33][CH2:32][CH:31]([C:34]([OH:37])([CH3:36])[CH3:35])[CH2:30][CH2:29]4)[CH:25]=[CH:26][C:11]=3[NH:10]/[C:9]/2=[N:8]\[C:6](=[O:7])[C:5]2[CH:38]=[CH:39][C:2]([F:1])=[CH:3][CH:4]=2)[CH2:15][CH2:16]1)(=[O:21])[NH2:40].[F:1][C:2]1[CH:3]=[CH:4][C:5]([C:6](/[N:8]=[C:9]2\[NH:10][C:11]3[CH:26]=[CH:25][C:24]([CH2:27][N:28]4[CH2:29][CH2:30][CH:31]([C:34]([OH:37])([CH3:35])[CH3:36])[CH2:32][CH2:33]4)=[CH:23][C:12]=3[N:13]\2[C@H:14]2[CH2:19][CH2:18][C@@H:17]([C:20]([N:40]3[CH2:15][CH2:14][NH:13][CH2:12][CH2:11]3)=[O:22])[CH2:16][CH2:15]2)=[O:7])=[CH:38][CH:39]=1.